This data is from Reaction yield outcomes from USPTO patents with 853,638 reactions. The task is: Predict the reaction yield, written as a fraction of the theoretical maximum amount of product (1.0 means a 100% yield; for example, 0.34 means a 34% yield). (1) The reactants are [C:1]([C:5]1[CH:10]=[C:9](Br)[C:8]([N+:12]([O-:14])=[O:13])=[CH:7][C:6]=1[O:15][CH2:16][C:17]1[CH:22]=[CH:21][CH:20]=[CH:19][CH:18]=1)([CH3:4])([CH3:3])[CH3:2].[F-:23].[K+].[K+].[Br-].Cl[C:28]([F:34])([F:33])C(OC)=O. The catalyst is O.[Cu]I.CN(C=O)C. The product is [C:1]([C:5]1[CH:10]=[C:9]([C:28]([F:34])([F:23])[F:33])[C:8]([N+:12]([O-:14])=[O:13])=[CH:7][C:6]=1[O:15][CH2:16][C:17]1[CH:22]=[CH:21][CH:20]=[CH:19][CH:18]=1)([CH3:4])([CH3:3])[CH3:2]. The yield is 0.670. (2) The reactants are [C:1]([O:5][C:6]([N:8]1[CH2:13][CH2:12][C:11]([C:15]2[CH:20]=[CH:19][C:18](Br)=[CH:17][CH:16]=2)([OH:14])[CH2:10][CH2:9]1)=[O:7])([CH3:4])([CH3:3])[CH3:2].C(Cl)Cl.C([O-])(=O)C.[K+].C(=O)([O-])[O-].[K+].[K+].Br[C:37]1[N:42]=[CH:41][CH:40]=[CH:39][N:38]=1. The catalyst is C1C=CC(P(C2C=CC=CC=2)[C-]2C=CC=C2)=CC=1.C1C=CC(P(C2C=CC=CC=2)[C-]2C=CC=C2)=CC=1.Cl[Pd]Cl.[Fe+2].O.C(OCC)(=O)C.CS(C)=O. The product is [C:1]([O:5][C:6]([N:8]1[CH2:13][CH2:12][C:11]([OH:14])([C:15]2[CH:20]=[CH:19][C:18]([C:37]3[N:42]=[CH:41][CH:40]=[CH:39][N:38]=3)=[CH:17][CH:16]=2)[CH2:10][CH2:9]1)=[O:7])([CH3:4])([CH3:3])[CH3:2]. The yield is 0.800. (3) The reactants are Br[C:2]1[C:19]2=[C:20]3[C:9]([C:10]4[C:21]5[C:14](=[CH:15][CH:16]=[CH:17][C:18]2=5)[CH:13]=[CH:12][CH:11]=4)=[CH:8][CH:7]=[CH:6][C:5]3=[CH:4][CH:3]=1.C(C1C=C(C=C(C#C)C=1)[CH:27]=[O:28])#C. No catalyst specified. The product is [C:2]1([CH:27]=[O:28])[C:19]2=[C:20]3[C:9]([C:10]4[C:21]5[C:14](=[CH:15][CH:16]=[CH:17][C:18]2=5)[CH:13]=[CH:12][CH:11]=4)=[CH:8][CH:7]=[CH:6][C:5]3=[CH:4][CH:3]=1. The yield is 0.0890.